This data is from Retrosynthesis with 50K atom-mapped reactions and 10 reaction types from USPTO. The task is: Predict the reactants needed to synthesize the given product. (1) Given the product CC(=O)N[C@H]1CCN(c2ccc(N3C[C@H](CN(C(=O)OCC(Cl)(Cl)Cl)c4ccon4)OC3=O)cc2F)C1, predict the reactants needed to synthesize it. The reactants are: CC(=O)OC(C)=O.N[C@H]1CCN(c2ccc(N3C[C@H](CN(C(=O)OCC(Cl)(Cl)Cl)c4ccon4)OC3=O)cc2F)C1. (2) Given the product C=CC1(OCc2ccccc2)COC1, predict the reactants needed to synthesize it. The reactants are: BrCc1ccccc1.C=CC1(O)COC1. (3) The reactants are: CSc1nc(Cl)ncc1Br.Nc1cc(F)cc(F)c1. Given the product CSc1nc(Nc2cc(F)cc(F)c2)ncc1Br, predict the reactants needed to synthesize it. (4) Given the product COC(=O)C(C)(NC(=O)CCl)c1cc(Br)ccc1F, predict the reactants needed to synthesize it. The reactants are: COC(=O)C(C)(N)c1cc(Br)ccc1F.O=C(Cl)CCl. (5) Given the product NCc1nccnc1Cl, predict the reactants needed to synthesize it. The reactants are: N#Cc1nccnc1Cl. (6) Given the product COC(=O)c1ccc(C(C)O)nc1, predict the reactants needed to synthesize it. The reactants are: COC(=O)c1ccc(C=O)nc1.C[Mg+]. (7) Given the product COc1ccc2c(c1)C(CCNC(C)=O)CCC2, predict the reactants needed to synthesize it. The reactants are: COc1ccc2c(c1)/C(=C/CNC(C)=O)CCC2.